The task is: Predict the product of the given reaction.. This data is from Forward reaction prediction with 1.9M reactions from USPTO patents (1976-2016). (1) Given the reactants [Br:1][C:2]1[S:6][C:5]([NH:7][C:8](=[O:17])[CH2:9][CH:10]2[S:14][C:13](=[NH:15])[NH:12][C:11]2=[O:16])=[C:4]([C:18]([O:20][CH2:21][CH3:22])=[O:19])[C:3]=1[CH2:23]Br.[NH2:25][C:26]1[CH:31]=[CH:30][CH:29]=[CH:28][CH:27]=1, predict the reaction product. The product is: [NH:25]([CH2:23][C:3]1[C:4]([C:18]([O:20][CH2:21][CH3:22])=[O:19])=[C:5]([NH:7][C:8](=[O:17])[CH2:9][CH:10]2[S:14][C:13](=[NH:15])[NH:12][C:11]2=[O:16])[S:6][C:2]=1[Br:1])[C:26]1[CH:31]=[CH:30][CH:29]=[CH:28][CH:27]=1. (2) Given the reactants [NH2:1][C:2]1[CH:7]=[CH:6][C:5]([C:8]2[S:9][C:10]3[CH:16]=[C:15]([CH3:17])[CH:14]=[CH:13][C:11]=3[N:12]=2)=[CH:4][CH:3]=1.[N:18]([O-])=O.[Na+].O.O.[Sn](Cl)Cl.[OH-].[K+], predict the reaction product. The product is: [CH3:17][C:15]1[CH:14]=[CH:13][C:11]2[N:12]=[C:8]([C:5]3[CH:4]=[CH:3][C:2]([NH:1][NH2:18])=[CH:7][CH:6]=3)[S:9][C:10]=2[CH:16]=1. (3) Given the reactants [S:1]1[CH:5]=[CH:4][CH:3]=[C:2]1/[CH:6]=[CH:7]/[C:8]([OH:10])=O.O.ON1C2C=CC=CC=2N=N1.Cl.CN(C)CCCN=C=NCC.[CH3:34][C:35]1([C:41]2[CH:42]=[C:43]([NH:47][S:48]([CH3:51])(=[O:50])=[O:49])[CH:44]=[CH:45][CH:46]=2)[CH:40]2[CH:36]1[CH2:37][NH:38][CH2:39]2.C(=O)([O-])O.[Na+], predict the reaction product. The product is: [CH3:34][C:35]1([C:41]2[CH:42]=[C:43]([NH:47][S:48]([CH3:51])(=[O:50])=[O:49])[CH:44]=[CH:45][CH:46]=2)[CH:40]2[CH:36]1[CH2:37][N:38]([C:8](=[O:10])/[CH:7]=[CH:6]/[C:2]1[S:1][CH:5]=[CH:4][CH:3]=1)[CH2:39]2. (4) Given the reactants [CH3:1][O:2][C:3](=[O:25])[CH2:4][C:5]1[C:14]([CH3:15])=[C:13](OS(C(F)(F)F)(=O)=O)[C:12]2[C:7](=[CH:8][CH:9]=[C:10]([F:24])[CH:11]=2)[CH:6]=1.[B:26]1([B:26]2[O:30][C:29]([CH3:32])([CH3:31])[C:28]([CH3:34])([CH3:33])[O:27]2)[O:30][C:29]([CH3:32])([CH3:31])[C:28]([CH3:34])([CH3:33])[O:27]1.C([O-])(=O)C.[K+].C(OCC)(=O)C.CCCCCC, predict the reaction product. The product is: [CH3:1][O:2][C:3](=[O:25])[CH2:4][C:5]1[C:14]([CH3:15])=[C:13]([B:26]2[O:30][C:29]([CH3:32])([CH3:31])[C:28]([CH3:34])([CH3:33])[O:27]2)[C:12]2[C:7](=[CH:8][CH:9]=[C:10]([F:24])[CH:11]=2)[CH:6]=1. (5) The product is: [Br:1][C:2]1[CH:7]=[CH:6][C:5]([O:8][CH3:9])=[C:4]([N+:13]([O-:15])=[O:14])[C:3]=1[N+:10]([O-:12])=[O:11]. Given the reactants [Br:1][C:2]1[CH:7]=[CH:6][C:5]([O:8][CH3:9])=[CH:4][C:3]=1[N+:10]([O-:12])=[O:11].[N+:13]([O-])([OH:15])=[O:14].S(=O)(=O)(O)O, predict the reaction product. (6) The product is: [Cl:14][C:15]1[N:16]=[C:17]([CH:4]([C:5]([O:7][CH2:8][CH3:9])=[O:6])[C:3]([O:11][CH2:12][CH3:13])=[O:10])[CH:18]=[C:19]([C:21]([F:24])([F:22])[F:23])[CH:20]=1. Given the reactants [H-].[Na+].[C:3]([O:11][CH2:12][CH3:13])(=[O:10])[CH2:4][C:5]([O:7][CH2:8][CH3:9])=[O:6].[Cl:14][C:15]1[CH:20]=[C:19]([C:21]([F:24])([F:23])[F:22])[CH:18]=[C:17](Cl)[N:16]=1, predict the reaction product. (7) Given the reactants [F:1][C:2]([F:36])([F:35])[C:3]1[CH:4]=[C:5]([C:13]([CH3:34])([CH3:33])[C:14]([N:16]([C:18]2[CH:19]=[N:20][C:21](Cl)=[CH:22][C:23]=2[C:24]2[CH:29]=[CH:28][C:27]([F:30])=[CH:26][C:25]=2[CH3:31])[CH3:17])=[O:15])[CH:6]=[C:7]([C:9]([F:12])([F:11])[F:10])[CH:8]=1.[OH:37][CH2:38][C:39]1[CH:40]=[C:41](B(O)O)[CH:42]=[CH:43][CH:44]=1.COCCOC.C1(P(C2C=CC=CC=2)C2C=CC=CC=2)C=CC=CC=1, predict the reaction product. The product is: [F:1][C:2]([F:36])([F:35])[C:3]1[CH:4]=[C:5]([C:13]([CH3:34])([CH3:33])[C:14]([N:16]([C:18]2[CH:19]=[N:20][C:21]([C:43]3[CH:42]=[CH:41][CH:40]=[C:39]([CH2:38][OH:37])[CH:44]=3)=[CH:22][C:23]=2[C:24]2[CH:29]=[CH:28][C:27]([F:30])=[CH:26][C:25]=2[CH3:31])[CH3:17])=[O:15])[CH:6]=[C:7]([C:9]([F:12])([F:11])[F:10])[CH:8]=1. (8) Given the reactants [NH2:1][C:2]1[N:3]=[C:4]([Cl:23])[C:5]2[CH2:10][C:9](=[O:11])[N:8]([CH2:12][C:13]3[C:18]([CH3:19])=[C:17]([O:20][CH3:21])[C:16]([CH3:22])=[CH:15][N:14]=3)[C:6]=2[N:7]=1.[Si]([O:31][CH:32]1[CH2:37][CH2:36][N:35]([C:38]([C:40]2[NH:44][C:43]([CH:45]=O)=[N:42][CH:41]=2)=[O:39])[CH2:34][CH2:33]1)(C(C)(C)C)(C)C.N1CCCCC1.C1COCC1.O.C(O)(C(F)(F)F)=O, predict the reaction product. The product is: [NH2:1][C:2]1[N:3]=[C:4]([Cl:23])[C:5]2=[C:6]([N:8]([CH2:12][C:13]3[C:18]([CH3:19])=[C:17]([O:20][CH3:21])[C:16]([CH3:22])=[CH:15][N:14]=3)[C:9](=[O:11])/[C:10]/2=[CH:45]\[C:43]2[NH:42][CH:41]=[C:40]([C:38]([N:35]3[CH2:36][CH2:37][CH:32]([OH:31])[CH2:33][CH2:34]3)=[O:39])[N:44]=2)[N:7]=1. (9) Given the reactants [CH2:1]([N:8]1[CH2:14][CH2:13][C:12]2[C:15](Cl)=[N:16][C:17]([CH2:19][C:20]3[CH:25]=[CH:24][CH:23]=[C:22]([Cl:26])[CH:21]=3)=[N:18][C:11]=2[CH2:10][CH2:9]1)[C:2]1[CH:7]=[CH:6][CH:5]=[CH:4][CH:3]=1.N, predict the reaction product. The product is: [CH2:1]([N:8]1[CH2:14][CH2:13][C:12]2[CH:15]=[N:16][C:17]([CH2:19][C:20]3[CH:25]=[CH:24][CH:23]=[C:22]([Cl:26])[CH:21]=3)=[N:18][C:11]=2[CH2:10][CH2:9]1)[C:2]1[CH:7]=[CH:6][CH:5]=[CH:4][CH:3]=1.